This data is from hERG potassium channel inhibition data for cardiac toxicity prediction from Karim et al.. The task is: Regression/Classification. Given a drug SMILES string, predict its toxicity properties. Task type varies by dataset: regression for continuous values (e.g., LD50, hERG inhibition percentage) or binary classification for toxic/non-toxic outcomes (e.g., AMES mutagenicity, cardiotoxicity, hepatotoxicity). Dataset: herg_karim. (1) The compound is CCCCc1cc(OC2CCN(CCCCNS(=O)(=O)CCC)CC2)c2ncccc2c1.Cl.Cl. The result is 1 (blocker). (2) The drug is COc1ccc2ncc(F)c(CC(O)(C(F)(F)F)C34CCC(NCc5ccc6c(n5)NC(=O)CO6)(CC3)CO4)c2n1. The result is 1 (blocker).